Dataset: Forward reaction prediction with 1.9M reactions from USPTO patents (1976-2016). Task: Predict the product of the given reaction. (1) Given the reactants Br[C:2]1[C:10]2[O:9][C:8]([C:11]3[CH:16]=[CH:15][C:14]([OH:17])=[CH:13][CH:12]=3)=[CH:7][C:6]=2[CH:5]=[C:4]([OH:18])[CH:3]=1.[C:19]([O:23][CH3:24])(=[O:22])[CH:20]=[CH2:21].C1(C)C=CC=CC=1P(C1C=CC=CC=1C)C1C=CC=CC=1C.Cl, predict the reaction product. The product is: [CH3:24][O:23][C:19](=[O:22])[CH:20]=[CH:21][C:2]1[C:10]2[O:9][C:8]([C:11]3[CH:16]=[CH:15][C:14]([OH:17])=[CH:13][CH:12]=3)=[CH:7][C:6]=2[CH:5]=[C:4]([OH:18])[CH:3]=1. (2) Given the reactants [NH2:1][C:2]([C:4]1[CH:5]=[N:6][C:7]2[C:12]([C:13]=1[NH:14][C:15]1[CH:16]=[CH:17][C:18]([OH:24])=[C:19]([CH:23]=1)[C:20]([OH:22])=[O:21])=[CH:11][CH:10]=[C:9](Br)[CH:8]=2)=[O:3].[CH3:26][C:27]1[C:31](B(O)O)=[C:30]([CH3:35])[O:29][N:28]=1.C(=O)([O-])[O-].[K+].[K+].[C:42]([OH:48])([C:44]([F:47])([F:46])[F:45])=[O:43], predict the reaction product. The product is: [F:45][C:44]([F:47])([F:46])[C:42]([OH:48])=[O:43].[NH2:1][C:2]([C:4]1[CH:5]=[N:6][C:7]2[C:12]([C:13]=1[NH:14][C:15]1[CH:16]=[CH:17][C:18]([OH:24])=[C:19]([CH:23]=1)[C:20]([OH:22])=[O:21])=[CH:11][CH:10]=[C:9]([C:31]1[C:27]([CH3:26])=[N:28][O:29][C:30]=1[CH3:35])[CH:8]=2)=[O:3].